Dataset: Reaction yield outcomes from USPTO patents with 853,638 reactions. Task: Predict the reaction yield, written as a fraction of the theoretical maximum amount of product (1.0 means a 100% yield; for example, 0.34 means a 34% yield). (1) The reactants are [Cl:1][C:2]1[N:3]=[CH:4][C:5]2[N:11]([CH3:12])[C:10](=[O:13])[C:9]([CH3:15])([CH3:14])[CH2:8][NH:7][C:6]=2[N:16]=1.[CH2:17](Br)[C:18]1[CH:23]=[CH:22][CH:21]=[CH:20][CH:19]=1.[H-].[Na+]. The catalyst is CC(N(C)C)=O. The product is [CH2:17]([N:7]1[CH2:8][C:9]([CH3:14])([CH3:15])[C:10](=[O:13])[N:11]([CH3:12])[C:5]2[CH:4]=[N:3][C:2]([Cl:1])=[N:16][C:6]1=2)[C:18]1[CH:23]=[CH:22][CH:21]=[CH:20][CH:19]=1. The yield is 0.910. (2) The reactants are [Cl:1][C:2]1[C:3]2[C:10]([CH:11]=[N:12]O)=[CH:9][NH:8][C:4]=2[N:5]=[CH:6][N:7]=1.S(Cl)(Cl)=O. The catalyst is C(Cl)Cl. The product is [Cl:1][C:2]1[C:3]2[C:10]([C:11]#[N:12])=[CH:9][NH:8][C:4]=2[N:5]=[CH:6][N:7]=1. The yield is 0.970. (3) The reactants are C[O:2][C:3]1[CH2:12][C:11]2[C:10]([N:13]3[CH2:18][CH2:17][N:16]([CH2:19][CH2:20][CH2:21][CH2:22][O:23][C:24]4[N:33]=[C:32]5[C:27]([CH:28]=[CH:29][C:30](=[O:34])[NH:31]5)=[CH:26][CH:25]=4)[CH2:15][CH2:14]3)=[CH:9][CH:8]=[CH:7][C:6]=2[CH2:5][CH:4]=1.Cl. The catalyst is C(O)C.O1CCCC1. The product is [O:2]=[C:3]1[CH2:12][C:11]2[C:10]([N:13]3[CH2:14][CH2:15][N:16]([CH2:19][CH2:20][CH2:21][CH2:22][O:23][C:24]4[N:33]=[C:32]5[C:27]([CH:28]=[CH:29][C:30](=[O:34])[NH:31]5)=[CH:26][CH:25]=4)[CH2:17][CH2:18]3)=[CH:9][CH:8]=[CH:7][C:6]=2[CH2:5][CH2:4]1. The yield is 0.750. (4) The reactants are [Cl:1][C:2]1[N:3]=[C:4](Cl)[C:5]2[N:10]=[N:9][N:8]([CH2:11][C:12]3[CH:17]=[CH:16][CH:15]=[CH:14][C:13]=3[Cl:18])[C:6]=2[N:7]=1.CCN(C(C)C)C(C)C.Cl.[F:30][C:31]1([F:36])[CH2:35][CH2:34][NH:33][CH2:32]1. The catalyst is C(Cl)Cl. The product is [Cl:1][C:2]1[N:3]=[C:4]([N:33]2[CH2:34][CH2:35][C:31]([F:36])([F:30])[CH2:32]2)[C:5]2[N:10]=[N:9][N:8]([CH2:11][C:12]3[CH:17]=[CH:16][CH:15]=[CH:14][C:13]=3[Cl:18])[C:6]=2[N:7]=1. The yield is 0.200. (5) The reactants are S(=O)(=O)(O)O.[Br:6][C:7]1[CH:8]=[C:9]([CH:13]=[C:14]([C:16]([F:19])([F:18])[F:17])[CH:15]=1)[C:10]([OH:12])=[O:11].[CH3:20]O. No catalyst specified. The product is [Br:6][C:7]1[CH:8]=[C:9]([CH:13]=[C:14]([C:16]([F:17])([F:18])[F:19])[CH:15]=1)[C:10]([O:12][CH3:20])=[O:11]. The yield is 0.946. (6) The reactants are [OH:1][NH:2][C:3](=[O:15])[C:4]1[CH:9]=[C:8]([N+:10]([O-])=O)[CH:7]=[CH:6][C:5]=1[O:13][CH3:14]. The catalyst is [Pd]. The product is [NH2:10][C:8]1[CH:7]=[CH:6][C:5]([O:13][CH3:14])=[C:4]([CH:9]=1)[C:3]([NH:2][OH:1])=[O:15]. The yield is 0.620.